This data is from Forward reaction prediction with 1.9M reactions from USPTO patents (1976-2016). The task is: Predict the product of the given reaction. (1) Given the reactants [N:1]1([CH2:7][CH2:8][NH:9][C:10]2[C:15]([F:16])=[CH:14][CH:13]=[CH:12][C:11]=2[CH:17]2[N:21]([CH2:22][CH2:23][C:24]([CH3:27])([CH3:26])[CH3:25])[C:20](=[O:28])[C@H:19]([CH2:29][C:30]([OH:32])=O)[S:18]2)[CH2:6][CH2:5][CH2:4][CH2:3][CH2:2]1.[NH:33]1[CH2:38][CH2:37][CH:36]([N:39]2[CH2:45][CH2:44][C:43]3[CH:46]=[CH:47][CH:48]=[CH:49][C:42]=3[NH:41][C:40]2=[O:50])[CH2:35][CH2:34]1.C(Cl)CCl.C1C=CC2N(O)N=NC=2C=1, predict the reaction product. The product is: [N:1]1([CH2:7][CH2:8][NH:9][C:10]2[C:15]([F:16])=[CH:14][CH:13]=[CH:12][C:11]=2[CH:17]2[N:21]([CH2:22][CH2:23][C:24]([CH3:27])([CH3:26])[CH3:25])[C:20](=[O:28])[C@H:19]([CH2:29][C:30]([N:33]3[CH2:34][CH2:35][CH:36]([N:39]4[CH2:45][CH2:44][C:43]5[CH:46]=[CH:47][CH:48]=[CH:49][C:42]=5[NH:41][C:40]4=[O:50])[CH2:37][CH2:38]3)=[O:32])[S:18]2)[CH2:2][CH2:3][CH2:4][CH2:5][CH2:6]1. (2) Given the reactants CON(C)[C:4]([C:6]1[CH:20]=[CH:19][C:9]2[N:10]=[C:11]([C:13]3[CH:18]=[CH:17][CH:16]=[CH:15][CH:14]=3)[O:12][C:8]=2[CH:7]=1)=[O:5].[CH2:22]([Mg]Cl)[CH2:23][CH3:24], predict the reaction product. The product is: [C:13]1([C:11]2[O:12][C:8]3[CH:7]=[C:6]([C:4](=[O:5])[CH2:22][CH2:23][CH3:24])[CH:20]=[CH:19][C:9]=3[N:10]=2)[CH:14]=[CH:15][CH:16]=[CH:17][CH:18]=1. (3) Given the reactants [CH3:1][N:2]([CH2:10][CH2:11][OH:12])[C:3]([O:5][C:6]([CH3:9])([CH3:8])[CH3:7])=[O:4].[Cl:13][C:14]1[CH:33]=[CH:32][C:17]([NH:18][C:19]2[C:28]3[C:23](=[CH:24][C:25](O)=[C:26]([O:29][CH3:30])[CH:27]=3)[N:22]=[CH:21][N:20]=2)=[C:16]([F:34])[CH:15]=1.C1(P(C2C=CC=CC=2)C2C=CC=CC=2)C=CC=CC=1.N(C(OCC)=O)=NC(OCC)=O, predict the reaction product. The product is: [Cl:13][C:14]1[CH:33]=[CH:32][C:17]([NH:18][C:19]2[C:28]3[C:23](=[CH:24][C:25]([O:12][CH2:11][CH2:10][N:2]([CH3:1])[C:3]([O:5][C:6]([CH3:9])([CH3:7])[CH3:8])=[O:4])=[C:26]([O:29][CH3:30])[CH:27]=3)[N:22]=[CH:21][N:20]=2)=[C:16]([F:34])[CH:15]=1.